Dataset: Reaction yield outcomes from USPTO patents with 853,638 reactions. Task: Predict the reaction yield, written as a fraction of the theoretical maximum amount of product (1.0 means a 100% yield; for example, 0.34 means a 34% yield). (1) The reactants are [C:1]1([C:7]2[CH:12]=[CH:11][CH:10]=[C:9]([C:13]3[N:14]=[N:15]NN=3)[N:8]=2)[CH:6]=[CH:5][CH:4]=[CH:3][CH:2]=1.[C:18](Cl)(=[O:28])[C:19]1[CH:27]=[CH:26][CH:25]=[C:21]([C:22](Cl)=[O:23])[CH:20]=1.O.[OH-].[Na+]. The catalyst is N1C=CC=CC=1. The product is [C:1]1([C:7]2[CH:12]=[CH:11][CH:10]=[C:9]([C:13]3[O:28][C:18]([C:19]4[CH:27]=[CH:26][CH:25]=[C:21]([C:22]5[O:23][C:13]([C:9]6[N:8]=[C:7]([C:1]7[CH:2]=[CH:3][CH:4]=[CH:5][CH:6]=7)[CH:12]=[CH:11][CH:10]=6)=[N:14][N:15]=5)[CH:20]=4)=[N:15][N:14]=3)[N:8]=2)[CH:2]=[CH:3][CH:4]=[CH:5][CH:6]=1. The yield is 0.730. (2) The product is [CH3:33][O:34][C:30](=[O:32])[CH2:29][C:26]1[CH:27]=[CH:28][C:23]([N:22]2[C:2](=[S:3])[N:1]([C:4]3[CH:11]=[CH:10][C:7]([C:8]#[N:9])=[C:6]([C:12]([F:13])([F:15])[F:14])[CH:5]=3)[C:16](=[O:40])[C:18]32[CH2:21][CH2:20][CH2:19]3)=[CH:24][CH:25]=1. The yield is 0.560. The catalyst is CC(C)=O.ClCCl.O. The reactants are [N:1]([C:4]1[CH:11]=[CH:10][C:7]([C:8]#[N:9])=[C:6]([C:12]([F:15])([F:14])[F:13])[CH:5]=1)=[C:2]=[S:3].[C:16]([C:18]1([NH:22][C:23]2[CH:28]=[CH:27][C:26]([CH2:29][C:30]([OH:32])=O)=[CH:25][CH:24]=2)[CH2:21][CH2:20][CH2:19]1)#N.[CH3:33][OH:34].Cl.CN(C=[O:40])C.